From a dataset of Peptide-MHC class II binding affinity with 134,281 pairs from IEDB. Regression. Given a peptide amino acid sequence and an MHC pseudo amino acid sequence, predict their binding affinity value. This is MHC class II binding data. (1) The peptide sequence is RQHGSEEWEPLTKKG. The MHC is HLA-DQA10301-DQB10302 with pseudo-sequence HLA-DQA10301-DQB10302. The binding affinity (normalized) is 0.120. (2) The peptide sequence is LGHRDALEDDLLNRN. The MHC is HLA-DQA10101-DQB10501 with pseudo-sequence HLA-DQA10101-DQB10501. The binding affinity (normalized) is 0.0490. (3) The peptide sequence is TRSAYERMCNILKGK. The MHC is DRB1_0301 with pseudo-sequence DRB1_0301. The binding affinity (normalized) is 0. (4) The peptide sequence is SVLLVVALFAVFLGS. The MHC is HLA-DQA10501-DQB10201 with pseudo-sequence HLA-DQA10501-DQB10201. The binding affinity (normalized) is 0.388. (5) The peptide sequence is LKCFGNTAVAKCNLN. The MHC is DRB1_0101 with pseudo-sequence DRB1_0101. The binding affinity (normalized) is 0.618. (6) The peptide sequence is SQTTANPSAPEGT. The MHC is DRB1_1101 with pseudo-sequence DRB1_1101. The binding affinity (normalized) is 0.0357. (7) The peptide sequence is ALRVAISIGVAAAAL. The MHC is H-2-IAd with pseudo-sequence H-2-IAd. The binding affinity (normalized) is 0.387.